From a dataset of CYP2C19 inhibition data for predicting drug metabolism from PubChem BioAssay. Regression/Classification. Given a drug SMILES string, predict its absorption, distribution, metabolism, or excretion properties. Task type varies by dataset: regression for continuous measurements (e.g., permeability, clearance, half-life) or binary classification for categorical outcomes (e.g., BBB penetration, CYP inhibition). Dataset: cyp2c19_veith. (1) The result is 0 (non-inhibitor). The molecule is CN(C)c1ncc2nc(-c3ccccc3)c(=O)n(Cc3ccc(F)cc3)c2n1. (2) The drug is CC1=NN(c2ccccc2)C(=O)C1. The result is 0 (non-inhibitor).